From a dataset of Full USPTO retrosynthesis dataset with 1.9M reactions from patents (1976-2016). Predict the reactants needed to synthesize the given product. Given the product [F:45][C:46]1[CH:53]=[CH:52][C:49]([CH2:50][NH:51][C:5]([NH:13][C:14]2[CH:23]=[CH:22][C:21]([C:24]([C:26]3[N:30]4[CH:31]=[CH:32][CH:33]=[CH:34][C:29]4=[C:28]([C:35]4[CH:40]=[CH:39][CH:38]=[C:37]([C:41]([O:43][CH3:44])=[O:42])[CH:36]=4)[N:27]=3)=[O:25])=[CH:20][C:15]=2[C:16]([O:18][CH3:19])=[O:17])=[O:11])=[CH:48][CH:47]=1, predict the reactants needed to synthesize it. The reactants are: ClC(Cl)(O[C:5](=[O:11])OC(Cl)(Cl)Cl)Cl.[NH2:13][C:14]1[CH:23]=[CH:22][C:21]([C:24]([C:26]2[N:30]3[CH:31]=[CH:32][CH:33]=[CH:34][C:29]3=[C:28]([C:35]3[CH:40]=[CH:39][CH:38]=[C:37]([C:41]([O:43][CH3:44])=[O:42])[CH:36]=3)[N:27]=2)=[O:25])=[CH:20][C:15]=1[C:16]([O:18][CH3:19])=[O:17].[F:45][C:46]1[CH:53]=[CH:52][C:49]([CH2:50][NH2:51])=[CH:48][CH:47]=1.C(N(CC)CC)C.